Dataset: Full USPTO retrosynthesis dataset with 1.9M reactions from patents (1976-2016). Task: Predict the reactants needed to synthesize the given product. (1) Given the product [Cl:8][CH2:9][CH2:10][CH2:11][CH2:12][CH2:13][N:14]1[C:15]2[C:20]([CH3:21])=[C:19]([CH3:22])[N:18]=[C:17]([O:23][C:24]3[CH:25]=[CH:26][CH:27]=[CH:28][CH:29]=3)[C:16]=2[N:30]=[C:3]1[CH2:4][CH2:5][CH3:6], predict the reactants needed to synthesize it. The reactants are: Cl.N1C=[CH:6][CH:5]=[CH:4][CH:3]=1.[Cl:8][CH2:9][CH2:10][CH2:11][CH2:12][CH2:13][NH:14][C:15]1[C:20]([CH3:21])=[C:19]([CH3:22])[N:18]=[C:17]([O:23][C:24]2[CH:29]=[CH:28][CH:27]=[CH:26][CH:25]=2)[C:16]=1[NH2:30].COC(OC)(OC)CCC. (2) Given the product [CH3:35][N:24]1[C:25](=[O:34])[CH2:26][CH2:27][N:28]([CH:31]([CH3:33])[CH3:32])[C:29]2[C:23]1=[CH:22][N:21]=[C:20]([NH:1][C:2]1[CH:3]=[CH:4][C:5]([C:6]([NH:8][CH2:9][CH2:10][N:11]3[CH2:12][CH2:13][O:14][CH2:15][CH2:16]3)=[O:7])=[CH:17][CH:18]=1)[N:30]=2, predict the reactants needed to synthesize it. The reactants are: [NH2:1][C:2]1[CH:18]=[CH:17][C:5]([C:6]([NH:8][CH2:9][CH2:10][N:11]2[CH2:16][CH2:15][O:14][CH2:13][CH2:12]2)=[O:7])=[CH:4][CH:3]=1.Cl[C:20]1[N:30]=[C:29]2[C:23]([N:24]([CH3:35])[C:25](=[O:34])[CH2:26][CH2:27][N:28]2[CH:31]([CH3:33])[CH3:32])=[CH:22][N:21]=1.CCO.Cl. (3) Given the product [Cl:5][C:6]1[CH:11]=[CH:10][C:9]([S:12]([CH:15]([C:25]2[CH:30]=[C:29]([F:31])[CH:28]=[CH:27][C:26]=2[F:32])[C:16]2[CH:17]=[CH:18][C:19]([C:22]([NH:47][CH:44]3[CH2:45][CH2:46][CH:41]([CH3:40])[CH2:42][CH2:43]3)=[O:24])=[CH:20][N:21]=2)(=[O:14])=[O:13])=[CH:8][CH:7]=1, predict the reactants needed to synthesize it. The reactants are: S(Cl)(Cl)=O.[Cl:5][C:6]1[CH:11]=[CH:10][C:9]([S:12]([CH:15]([C:25]2[CH:30]=[C:29]([F:31])[CH:28]=[CH:27][C:26]=2[F:32])[C:16]2[N:21]=[CH:20][C:19]([C:22]([OH:24])=O)=[CH:18][CH:17]=2)(=[O:14])=[O:13])=[CH:8][CH:7]=1.CN1CCOCC1.[CH3:40][CH:41]1[CH2:46][CH2:45][CH:44]([NH2:47])[CH2:43][CH2:42]1. (4) Given the product [Cl:15][C:16]1[C:20]([CH3:21])=[CH:19][S:18][C:17]=1[CH2:22][N:36]1[C:37](=[O:45])[C:38]([C:40]([O:42][CH2:43][CH3:44])=[O:41])=[CH:39][N:34]([C:32]2[CH:31]=[CH:30][C:29]3[N:25]([CH3:24])[C:26](=[O:48])[N:27]([CH3:47])[C:28]=3[CH:33]=2)[C:35]1=[O:46], predict the reactants needed to synthesize it. The reactants are: N(C(OC(C)C)=O)=NC(OC(C)C)=O.[Cl:15][C:16]1[C:20]([CH3:21])=[CH:19][S:18][C:17]=1[CH2:22]O.[CH3:24][N:25]1[C:29]2[CH:30]=[CH:31][C:32]([N:34]3[CH:39]=[C:38]([C:40]([O:42][CH2:43][CH3:44])=[O:41])[C:37](=[O:45])[NH:36][C:35]3=[O:46])=[CH:33][C:28]=2[N:27]([CH3:47])[C:26]1=[O:48]. (5) Given the product [CH3:7][O:8][C:9]1[CH:14]=[C:13]([O:15][CH3:16])[CH:12]=[CH:11][C:10]=1[C:17]1[CH:22]=[CH:21][C:20]([C:23]2[O:25][N:30]=[C:29]([C:31]3[CH:36]=[CH:35][CH:34]=[CH:33][C:32]=3[O:37][C:38]([F:39])([F:40])[F:41])[N:28]=2)=[CH:19][C:18]=1[CH3:26], predict the reactants needed to synthesize it. The reactants are: C(Cl)(=O)C(Cl)=O.[CH3:7][O:8][C:9]1[CH:14]=[C:13]([O:15][CH3:16])[CH:12]=[CH:11][C:10]=1[C:17]1[CH:22]=[CH:21][C:20]([C:23]([OH:25])=O)=[CH:19][C:18]=1[CH3:26].O[N:28]=[C:29]([C:31]1[CH:36]=[CH:35][CH:34]=[CH:33][C:32]=1[O:37][C:38]([F:41])([F:40])[F:39])[NH2:30].CCN(C(C)C)C(C)C. (6) Given the product [C@H:2]1([N:14]2[CH2:42][CH2:41][C:40](=[O:43])[CH2:39][CH2:38]2)[C:12]2=[C:13]3[C:8](=[CH:9][CH:10]=[CH:11]2)[CH:7]=[CH:6][CH:5]=[C:4]3[CH2:3]1, predict the reactants needed to synthesize it. The reactants are: Cl.[C@H:2]1([NH2:14])[C:12]2=[C:13]3[C:8](=[CH:9][CH:10]=[CH:11]2)[CH:7]=[CH:6][CH:5]=[C:4]3[CH2:3]1.C(=O)([O-])[O-].[K+].[K+].[C@H]1(N)C2=C3C(=CC=C2)C=CC=C3C1.[I-].C([N+]1(C)[CH2:42][CH2:41][C:40](=[O:43])[CH2:39][CH2:38]1)C.